Dataset: Forward reaction prediction with 1.9M reactions from USPTO patents (1976-2016). Task: Predict the product of the given reaction. (1) Given the reactants [H-].[Na+].[I:3][C:4]1[CH:5]=[C:6]2[C:10](=[CH:11][CH:12]=1)[NH:9][C:8](=[O:13])[C:7]2=[O:14].[CH2:15](Br)[C:16]1[CH:21]=[CH:20][CH:19]=[CH:18][CH:17]=1, predict the reaction product. The product is: [I:3][C:4]1[CH:5]=[C:6]2[C:10](=[CH:11][CH:12]=1)[N:9]([CH2:15][C:16]1[CH:21]=[CH:20][CH:19]=[CH:18][CH:17]=1)[C:8](=[O:13])[C:7]2=[O:14]. (2) Given the reactants [H-].[Na+].[CH2:3]([OH:7])[C:4]#[C:5][CH3:6].Cl[C:9]1[CH:14]=[C:13]([CH2:15][C:16]2[CH:21]=[CH:20][C:19]([F:22])=[CH:18][C:17]=2[F:23])[N:12]=[CH:11][N:10]=1.[Cl-].[NH4+], predict the reaction product. The product is: [CH2:3]([O:7][C:9]1[CH:14]=[C:13]([CH2:15][C:16]2[CH:21]=[CH:20][C:19]([F:22])=[CH:18][C:17]=2[F:23])[N:12]=[CH:11][N:10]=1)[C:4]#[C:5][CH3:6].